This data is from Full USPTO retrosynthesis dataset with 1.9M reactions from patents (1976-2016). The task is: Predict the reactants needed to synthesize the given product. (1) Given the product [NH:3]1[C:4]2[CH:10]=[CH:9][CH:8]=[CH:7][C:5]=2[N:6]=[C:2]1[S:1][CH2:13][C:14]([C:16]1[CH:21]=[CH:20][CH:19]=[CH:18][CH:17]=1)=[O:15], predict the reactants needed to synthesize it. The reactants are: [SH:1][C:2]1[NH:3][C:4]2[CH:10]=[CH:9][CH:8]=[CH:7][C:5]=2[N:6]=1.[OH-].[Na+].[CH2:13](Br)[C:14]([C:16]1[CH:21]=[CH:20][CH:19]=[CH:18][CH:17]=1)=[O:15]. (2) Given the product [Cl:35][C:21]1[C:22]([NH:24][C:25]2[CH:34]=[CH:33][CH:32]=[CH:31][C:26]=2[C:27]([NH:29][CH3:30])=[O:28])=[N:23][C:18]([NH:16][C:10]2[CH:11]=[C:12]3[C:7](=[CH:8][CH:9]=2)[CH:6]2[CH2:15][CH:13]3[CH2:14][N:4]([CH:1]([CH3:3])[CH3:2])[CH2:5]2)=[N:19][CH:20]=1, predict the reactants needed to synthesize it. The reactants are: [CH:1]([N:4]1[CH2:14][CH:13]2[CH2:15][CH:6]([C:7]3[C:12]2=[CH:11][C:10]([NH2:16])=[CH:9][CH:8]=3)[CH2:5]1)([CH3:3])[CH3:2].Cl[C:18]1[N:23]=[C:22]([NH:24][C:25]2[CH:34]=[CH:33][CH:32]=[CH:31][C:26]=2[C:27]([NH:29][CH3:30])=[O:28])[C:21]([Cl:35])=[CH:20][N:19]=1.Cl.O1CCOCC1.[Na]. (3) Given the product [C:1]([N:4]1[C:13]2[C:8](=[CH:9][C:10]([C:14]([NH:16][CH2:17][CH2:18][O:19][Si:20]([C:23]([CH3:24])([CH3:26])[CH3:25])([CH3:21])[CH3:22])=[O:15])=[CH:11][CH:12]=2)[C@H:7]([NH:27][C:32]2[CH:37]=[CH:36][N:35]=[C:34]([CH3:38])[N:33]=2)[C@@H:6]([CH3:28])[C@@H:5]1[CH2:29][CH3:30])(=[O:3])[CH3:2], predict the reactants needed to synthesize it. The reactants are: [C:1]([N:4]1[C:13]2[C:8](=[CH:9][C:10]([C:14]([NH:16][CH2:17][CH2:18][O:19][Si:20]([C:23]([CH3:26])([CH3:25])[CH3:24])([CH3:22])[CH3:21])=[O:15])=[CH:11][CH:12]=2)[C@H:7]([NH2:27])[C@@H:6]([CH3:28])[C@@H:5]1[CH2:29][CH3:30])(=[O:3])[CH3:2].Cl[C:32]1[CH:37]=[CH:36][N:35]=[C:34]([CH3:38])[N:33]=1.CCN(C(C)C)C(C)C. (4) Given the product [NH2:1][C:2]1[C:7]([CH:8]([OH:9])[CH3:16])=[CH:6][CH:5]=[CH:4][N:3]=1, predict the reactants needed to synthesize it. The reactants are: [NH2:1][C:2]1[C:7]([CH:8]=[O:9])=[CH:6][CH:5]=[CH:4][N:3]=1.[O-][Mn](=O)(=O)=O.[K+].[CH2:16]1COCC1. (5) Given the product [CH3:31][N:32]([CH3:33])[CH2:2][C:3]([NH:5][CH2:6][C:7]1[CH:12]=[CH:11][CH:10]=[C:9]([C:13]2[NH:30][C:16]3[N:17]=[CH:18][N:19]=[C:20]([NH:21][C@@H:22]([C:24]4[CH:29]=[CH:28][CH:27]=[CH:26][CH:25]=4)[CH3:23])[C:15]=3[CH:14]=2)[CH:8]=1)=[O:4], predict the reactants needed to synthesize it. The reactants are: Cl[CH2:2][C:3]([NH:5][CH2:6][C:7]1[CH:12]=[CH:11][CH:10]=[C:9]([C:13]2[NH:30][C:16]3[N:17]=[CH:18][N:19]=[C:20]([NH:21][C@@H:22]([C:24]4[CH:29]=[CH:28][CH:27]=[CH:26][CH:25]=4)[CH3:23])[C:15]=3[CH:14]=2)[CH:8]=1)=[O:4].[CH3:31][NH:32][CH3:33]. (6) Given the product [N+:29]([C:26]1[CH:27]=[CH:28][C:23]([CH2:22][CH2:21][N:6]2[CH2:5][CH2:4][N:3]([CH:8]3[CH2:17][CH2:16][C:15]4[CH:14]=[C:13]([C:18]#[N:19])[CH:12]=[CH:11][C:10]=4[CH2:9]3)[C:2](=[O:1])[CH2:7]2)=[CH:24][CH:25]=1)([O-:31])=[O:30], predict the reactants needed to synthesize it. The reactants are: [O:1]=[C:2]1[CH2:7][NH:6][CH2:5][CH2:4][N:3]1[CH:8]1[CH2:17][CH2:16][C:15]2[CH:14]=[C:13]([C:18]#[N:19])[CH:12]=[CH:11][C:10]=2[CH2:9]1.I[CH2:21][CH2:22][C:23]1[CH:28]=[CH:27][C:26]([N+:29]([O-:31])=[O:30])=[CH:25][CH:24]=1.C([O-])([O-])=O.[K+].[K+].